Dataset: Forward reaction prediction with 1.9M reactions from USPTO patents (1976-2016). Task: Predict the product of the given reaction. (1) Given the reactants [F:1][C:2]([F:19])([F:18])[C:3]1[CH:8]=[CH:7][C:6]([S:9]([N:12]2[CH2:17][CH2:16][NH:15][CH2:14][CH2:13]2)(=[O:11])=[O:10])=[CH:5][CH:4]=1.C1C=CC2N(O)N=NC=2C=1.O.CN(C(ON1N=NC2C=CC=CC1=2)=[N+](C)C)C.F[P-](F)(F)(F)(F)F.[N:55]1[CH:60]=[CH:59][C:58]([C:61](O)=[O:62])=[CH:57][CH:56]=1.CCN(C(C)C)C(C)C, predict the reaction product. The product is: [N:55]1[CH:60]=[CH:59][C:58]([C:61]([N:15]2[CH2:16][CH2:17][N:12]([S:9]([C:6]3[CH:5]=[CH:4][C:3]([C:2]([F:1])([F:18])[F:19])=[CH:8][CH:7]=3)(=[O:10])=[O:11])[CH2:13][CH2:14]2)=[O:62])=[CH:57][CH:56]=1. (2) Given the reactants [Cl:1][C:2]1[CH:31]=[CH:30][C:5]([CH2:6][C@@H:7]([C:22]2[CH:23]=[C:24]([CH:27]=[CH:28][CH:29]=2)[C:25]#[N:26])[C@@H:8]([NH:10][CH:11]([C:15]2[CH:20]=[CH:19][CH:18]=[C:17](Br)[CH:16]=2)[CH2:12][C:13]#[N:14])[CH3:9])=[CH:4][CH:3]=1.[CH3:32][N:33](C=O)C, predict the reaction product. The product is: [Cl:1][C:2]1[CH:31]=[CH:30][C:5]([CH2:6][C@@H:7]([C:22]2[CH:23]=[C:24]([CH:27]=[CH:28][CH:29]=2)[C:25]#[N:26])[C@@H:8]([NH:10][CH:11]([C:15]2[CH:20]=[CH:19][CH:18]=[C:17]([C:32]#[N:33])[CH:16]=2)[CH2:12][C:13]#[N:14])[CH3:9])=[CH:4][CH:3]=1. (3) Given the reactants C([O:3][C:4]([CH:6]1[CH2:11][CH2:10][N:9]([C:12]([O:14][C:15]([CH3:18])([CH3:17])[CH3:16])=[O:13])[CH2:8][C:7]1=[O:19])=O)C.[BH4-].[Na+], predict the reaction product. The product is: [C:15]([O:14][C:12]([N:9]1[CH2:10][CH2:11][CH:6]([CH2:4][OH:3])[CH:7]([OH:19])[CH2:8]1)=[O:13])([CH3:18])([CH3:16])[CH3:17]. (4) Given the reactants [O:1]=[C:2]([CH3:30])[CH2:3][CH2:4][C:5]1[CH:6]=[CH:7][C:8]([NH:11][C:12](=[O:29])[CH:13]([NH:17][C:18](=[O:28])[CH2:19][C:20]2[CH:25]=[C:24]([F:26])[CH:23]=[C:22]([F:27])[CH:21]=2)[CH2:14][CH2:15][CH3:16])=[N:9][CH:10]=1.[BH4-].[Na+], predict the reaction product. The product is: [OH:1][CH:2]([CH3:30])[CH2:3][CH2:4][C:5]1[CH:6]=[CH:7][C:8]([NH:11][C:12](=[O:29])[CH:13]([NH:17][C:18](=[O:28])[CH2:19][C:20]2[CH:25]=[C:24]([F:26])[CH:23]=[C:22]([F:27])[CH:21]=2)[CH2:14][CH2:15][CH3:16])=[N:9][CH:10]=1.